From a dataset of Reaction yield outcomes from USPTO patents with 853,638 reactions. Predict the reaction yield, written as a fraction of the theoretical maximum amount of product (1.0 means a 100% yield; for example, 0.34 means a 34% yield). The reactants are [NH2:1][C:2]1[C:3]([C:9]([O:11]C)=[O:10])=[N:4][C:5]([Br:8])=[CH:6][N:7]=1.[OH-].[Na+].Cl. The catalyst is CO. The product is [NH2:1][C:2]1[C:3]([C:9]([OH:11])=[O:10])=[N:4][C:5]([Br:8])=[CH:6][N:7]=1. The yield is 0.960.